Regression. Given two drug SMILES strings and cell line genomic features, predict the synergy score measuring deviation from expected non-interaction effect. From a dataset of NCI-60 drug combinations with 297,098 pairs across 59 cell lines. (1) Drug 1: CC1OCC2C(O1)C(C(C(O2)OC3C4COC(=O)C4C(C5=CC6=C(C=C35)OCO6)C7=CC(=C(C(=C7)OC)O)OC)O)O. Drug 2: C1=C(C(=O)NC(=O)N1)F. Cell line: MDA-MB-231. Synergy scores: CSS=33.5, Synergy_ZIP=-1.94, Synergy_Bliss=-0.855, Synergy_Loewe=4.78, Synergy_HSA=6.70. (2) Drug 1: CC1=CC=C(C=C1)C2=CC(=NN2C3=CC=C(C=C3)S(=O)(=O)N)C(F)(F)F. Drug 2: C1CN(P(=O)(OC1)NCCCl)CCCl. Cell line: K-562. Synergy scores: CSS=-6.36, Synergy_ZIP=3.64, Synergy_Bliss=-0.753, Synergy_Loewe=-7.56, Synergy_HSA=-7.54. (3) Drug 1: C1=CC=C(C(=C1)C(C2=CC=C(C=C2)Cl)C(Cl)Cl)Cl. Drug 2: C1=NC2=C(N1)C(=S)N=CN2. Cell line: UACC62. Synergy scores: CSS=19.6, Synergy_ZIP=1.10, Synergy_Bliss=1.61, Synergy_Loewe=-34.4, Synergy_HSA=1.06. (4) Drug 1: C1=CC=C(C=C1)NC(=O)CCCCCCC(=O)NO. Drug 2: CS(=O)(=O)OCCCCOS(=O)(=O)C. Cell line: BT-549. Synergy scores: CSS=7.23, Synergy_ZIP=-5.56, Synergy_Bliss=-6.60, Synergy_Loewe=-5.52, Synergy_HSA=-5.62. (5) Drug 1: CCC(=C(C1=CC=CC=C1)C2=CC=C(C=C2)OCCN(C)C)C3=CC=CC=C3.C(C(=O)O)C(CC(=O)O)(C(=O)O)O. Drug 2: C1CNP(=O)(OC1)N(CCCl)CCCl. Cell line: IGROV1. Synergy scores: CSS=-0.896, Synergy_ZIP=1.02, Synergy_Bliss=0.941, Synergy_Loewe=-1.15, Synergy_HSA=-1.19.